From a dataset of Catalyst prediction with 721,799 reactions and 888 catalyst types from USPTO. Predict which catalyst facilitates the given reaction. (1) Reactant: [CH2:1]([O:3][C:4]([C:6]([CH3:17])=[CH:7][C:8]1[CH:16]=[CH:15][CH:14]=[CH:13][C:9]=1[C:10]([OH:12])=O)=[O:5])[CH3:2].C(N(CC)CC)C.F[B-](F)(F)F.C(C(=N[O:39][C:40](N(C)C)=[N+:41](C)C)C(OCC)=O)#N.[CH2:47]([NH2:51])[CH2:48][CH2:49][CH3:50]. Product: [CH2:47]([NH:51][C:10]([C:9]1[CH:13]=[CH:14][CH:15]=[CH:16][C:8]=1[CH:7]=[C:6]([CH3:17])[C:4]([O:3][CH2:1][CH3:2])=[O:5])=[O:12])[CH2:48][CH2:49][CH3:50].[CH2:10]([C:9]1[C:13]([C:40](=[O:39])[NH2:41])=[CH:14][CH:15]=[CH:16][C:8]=1[CH:7]=[C:6]([CH3:17])[C:4]([O:3][CH2:1][CH3:2])=[O:5])[CH2:47][CH2:48][CH3:49]. The catalyst class is: 9. (2) Reactant: C(N(CC)CC)C.[CH3:8][S:9](Cl)(=[O:11])=[O:10].[OH:13][CH2:14][CH2:15][O:16][C:17]1([C:29]2[N:30]=[CH:31][N:32]([C:34]([C:47]3[CH:52]=[CH:51][CH:50]=[CH:49][CH:48]=3)([C:41]3[CH:46]=[CH:45][CH:44]=[CH:43][CH:42]=3)[C:35]3[CH:40]=[CH:39][CH:38]=[CH:37][CH:36]=3)[CH:33]=2)[CH2:26][CH2:25][CH2:24][C:23]2[CH:22]=[C:21]([C:27]#[N:28])[CH:20]=[CH:19][C:18]1=2. Product: [CH3:8][S:9]([O:13][CH2:14][CH2:15][O:16][C:17]1([C:29]2[N:30]=[CH:31][N:32]([C:34]([C:47]3[CH:52]=[CH:51][CH:50]=[CH:49][CH:48]=3)([C:35]3[CH:36]=[CH:37][CH:38]=[CH:39][CH:40]=3)[C:41]3[CH:42]=[CH:43][CH:44]=[CH:45][CH:46]=3)[CH:33]=2)[C:18]2[C:23](=[CH:22][C:21]([C:27]#[N:28])=[CH:20][CH:19]=2)[CH2:24][CH2:25][CH2:26]1)(=[O:11])=[O:10]. The catalyst class is: 4. (3) Reactant: [CH3:1][C:2]([CH3:9])([CH2:7][CH3:8])[C:3]([NH:5][NH2:6])=O.CO[C:12]1[CH2:17][CH:16]([C:18]2[O:22][N:21]=[C:20]([C:23]3[CH:28]=[CH:27][CH:26]=[CH:25][CH:24]=3)[N:19]=2)[CH2:15][CH2:14][N:13]=1.C(=O)(O)[O-].[Na+]. Product: [CH3:1][C:2]([C:3]1[N:13]2[CH2:12][CH2:17][CH:16]([C:18]3[O:22][N:21]=[C:20]([C:23]4[CH:28]=[CH:27][CH:26]=[CH:25][CH:24]=4)[N:19]=3)[CH2:15][C:14]2=[N:6][N:5]=1)([CH3:9])[CH2:7][CH3:8]. The catalyst class is: 5.